Dataset: Catalyst prediction with 721,799 reactions and 888 catalyst types from USPTO. Task: Predict which catalyst facilitates the given reaction. Reactant: [CH3:1][N:2]1[C:6]([CH2:7][OH:8])=[CH:5][C:4]([N+:9]([O-:11])=[O:10])=[N:3]1.[O:12]1[CH:17]=[CH:16][CH2:15][CH2:14][CH2:13]1.C(OCC)(=O)C.O.C1(C)C=CC(S(O)(=O)=O)=CC=1. Product: [CH3:1][N:2]1[C:6]([CH2:7][O:8][CH:13]2[CH2:14][CH2:15][CH2:16][CH2:17][O:12]2)=[CH:5][C:4]([N+:9]([O-:11])=[O:10])=[N:3]1. The catalyst class is: 6.